From a dataset of Forward reaction prediction with 1.9M reactions from USPTO patents (1976-2016). Predict the product of the given reaction. (1) Given the reactants Br[C:2]1[C:7]2[NH:8][C:9]3[CH:10]=[C:11]([C:15]([F:18])([F:17])[F:16])[CH:12]=[CH:13][C:14]=3[C:6]=2[C:5]([OH:19])=[N:4][CH:3]=1.[C:20]([Cu])#[N:21], predict the reaction product. The product is: [OH:19][C:5]1[C:6]2[C:14]3[CH:13]=[CH:12][C:11]([C:15]([F:18])([F:17])[F:16])=[CH:10][C:9]=3[NH:8][C:7]=2[C:2]([C:20]#[N:21])=[CH:3][N:4]=1. (2) The product is: [C:20]1([C:10]2[CH:11]=[C:12]([C:14]3[CH:19]=[CH:18][CH:17]=[CH:16][CH:15]=3)[CH:13]=[C:7]([C:1]3[CH:6]=[CH:5][CH:4]=[CH:3][CH:2]=3)[C:8]=2/[N:9]=[CH:32]/[C:27]2[CH:28]=[CH:29][CH:30]=[CH:31][N:26]=2)[CH:25]=[CH:24][CH:23]=[CH:22][CH:21]=1. Given the reactants [C:1]1([C:7]2[CH:13]=[C:12]([C:14]3[CH:19]=[CH:18][CH:17]=[CH:16][CH:15]=3)[CH:11]=[C:10]([C:20]3[CH:25]=[CH:24][CH:23]=[CH:22][CH:21]=3)[C:8]=2[NH2:9])[CH:6]=[CH:5][CH:4]=[CH:3][CH:2]=1.[N:26]1[CH:31]=[CH:30][CH:29]=[CH:28][C:27]=1[CH:32]=O.O, predict the reaction product. (3) Given the reactants [N:1]1([C:6]2[CH:14]=[CH:13][CH:12]=[CH:11][C:7]=2[C:8]([NH2:10])=[S:9])[CH:5]=[CH:4][CH:3]=[CH:2]1.[Cl-].[CH3:16][C:17]1[CH:29]=[CH:28][CH:27]=[CH:26][C:18]=1[CH:19]=[N+:20]1[CH2:25][CH2:24][CH2:23][CH2:22][CH2:21]1, predict the reaction product. The product is: [N:20]1([CH:19]([C:18]2[CH:26]=[CH:27][CH:28]=[CH:29][C:17]=2[CH3:16])[C:5]2[N:1]([C:6]3[CH:14]=[CH:13][CH:12]=[CH:11][C:7]=3[C:8]([NH2:10])=[S:9])[CH:2]=[CH:3][CH:4]=2)[CH2:25][CH2:24][CH2:23][CH2:22][CH2:21]1. (4) Given the reactants [F:1][C:2]1[CH:7]=[CH:6][C:5]([CH:8]([CH:16]2[CH2:21][CH2:20][N:19]([CH:22]([CH3:24])[CH3:23])[CH2:18][CH2:17]2)[CH2:9][N:10]2[CH2:15][CH2:14][NH:13][CH2:12][CH2:11]2)=[CH:4][CH:3]=1.Br[CH2:26][CH2:27][CH2:28][C:29]([CH:31]1[CH2:38][CH2:37][CH2:36][CH2:35][CH2:34][CH2:33][CH2:32]1)=[O:30].C(N(C(C)C)CC)(C)C.C(OCC)(=O)C, predict the reaction product. The product is: [F:1][C:2]1[CH:3]=[CH:4][C:5]([CH:8]([CH:16]2[CH2:21][CH2:20][N:19]([CH:22]([CH3:24])[CH3:23])[CH2:18][CH2:17]2)[CH2:9][N:10]2[CH2:15][CH2:14][N:13]([CH2:26][CH2:27][CH2:28][C:29]([CH:31]3[CH2:38][CH2:37][CH2:36][CH2:35][CH2:34][CH2:33][CH2:32]3)=[O:30])[CH2:12][CH2:11]2)=[CH:6][CH:7]=1. (5) Given the reactants [CH2:1]([CH:8]1[C:12]2[CH:13]=[C:14]([C:17]([O:19]CC)=O)[CH:15]=[CH:16][C:11]=2[O:10][CH2:9]1)[C:2]1[CH:7]=[CH:6][CH:5]=[CH:4][CH:3]=1.[CH2:22](C1C2C=C(CO)C=CC=2OC1)C1C=CC=CC=1, predict the reaction product. The product is: [C:7]1([CH2:2][CH2:1][CH:8]2[C:12]3[CH:13]=[C:14]([CH2:17][OH:19])[CH:15]=[CH:16][C:11]=3[O:10][CH2:9]2)[CH:6]=[CH:5][CH:4]=[CH:3][CH:22]=1. (6) Given the reactants [N+](C1C=CC(C([O:10][C@@:11]([C:18]2[N:19]=[N:20][N:21]([CH2:23][C:24]3[CH:33]=[C:32]4[C:27]([C:28]([C:35]5[CH:40]=[CH:39][CH:38]=[C:37]([F:41])[CH:36]=5)=[CH:29][C:30](=[O:34])[O:31]4)=[CH:26][CH:25]=3)[CH:22]=2)([C:14]([F:17])([F:16])[F:15])[CH2:12][CH3:13])=O)=CC=1)([O-])=O.[OH-].[Li+], predict the reaction product. The product is: [F:41][C:37]1[CH:36]=[C:35]([C:28]2[C:27]3[C:32](=[CH:33][C:24]([CH2:23][N:21]4[CH:22]=[C:18]([C@:11]([OH:10])([C:14]([F:16])([F:17])[F:15])[CH2:12][CH3:13])[N:19]=[N:20]4)=[CH:25][CH:26]=3)[O:31][C:30](=[O:34])[CH:29]=2)[CH:40]=[CH:39][CH:38]=1. (7) Given the reactants [Cl:1][C:2]1[C:10]([OH:11])=[CH:9][CH:8]=[C:7]2[C:3]=1[CH:4]=[C:5]([C:17]([O:19][CH2:20][CH3:21])=[O:18])[N:6]2[CH2:12][C:13]([F:16])([F:15])[F:14].N1C=CC=CC=1.[S:28](O[S:28]([C:31]([F:34])([F:33])[F:32])(=[O:30])=[O:29])([C:31]([F:34])([F:33])[F:32])(=[O:30])=[O:29], predict the reaction product. The product is: [Cl:1][C:2]1[C:10]([O:11][S:28]([C:31]([F:34])([F:33])[F:32])(=[O:30])=[O:29])=[CH:9][CH:8]=[C:7]2[C:3]=1[CH:4]=[C:5]([C:17]([O:19][CH2:20][CH3:21])=[O:18])[N:6]2[CH2:12][C:13]([F:16])([F:14])[F:15]. (8) Given the reactants [NH:1]1[C:9]2[C:4](=[CH:5][CH:6]=[C:7]([C:10]([OH:12])=[O:11])[CH:8]=2)[CH:3]=[CH:2]1.[Br:13]N1C(=O)CCC1=O, predict the reaction product. The product is: [Br:13][C:3]1[C:4]2[C:9](=[CH:8][C:7]([C:10]([OH:12])=[O:11])=[CH:6][CH:5]=2)[NH:1][CH:2]=1. (9) The product is: [O:16]=[S:2]1(=[O:1])[CH2:3][CH2:4][N:5]([CH2:8][C:9]2[CH:15]=[CH:14][C:12]([NH:13][C:29](=[O:30])[C:28]3[CH:27]=[CH:26][C:25]([B:20]4[O:21][C:22]([CH3:23])([CH3:24])[C:18]([CH3:34])([CH3:17])[O:19]4)=[CH:33][CH:32]=3)=[CH:11][CH:10]=2)[CH2:6][CH2:7]1. Given the reactants [O:1]=[S:2]1(=[O:16])[CH2:7][CH2:6][N:5]([CH2:8][C:9]2[CH:15]=[CH:14][C:12]([NH2:13])=[CH:11][CH:10]=2)[CH2:4][CH2:3]1.[CH3:17][C:18]1([CH3:34])[C:22]([CH3:24])([CH3:23])[O:21][B:20]([C:25]2[CH:33]=[CH:32][C:28]([C:29](O)=[O:30])=[CH:27][CH:26]=2)[O:19]1.CN(C(ON1N=NC2C=CC=CC1=2)=[N+](C)C)C.F[P-](F)(F)(F)(F)F.CN1CCOCC1, predict the reaction product.